From a dataset of Forward reaction prediction with 1.9M reactions from USPTO patents (1976-2016). Predict the product of the given reaction. (1) The product is: [C:1]([O:6][CH2:7][CH2:8][OH:9])(=[O:5])[C:2]([CH3:4])=[CH2:3].[C:10]([OH:14])(=[O:13])[CH:11]=[CH2:12]. Given the reactants [C:1]([O:6][CH2:7][CH2:8][OH:9])(=[O:5])[C:2]([CH3:4])=[CH2:3].[C:10]([OH:14])(=[O:13])[CH:11]=[CH2:12].CS(C)=O.N(C(C1NCCN=1)(C)C)=NC(C1NCCN=1)(C)C, predict the reaction product. (2) Given the reactants [NH:1]1[CH2:6][CH2:5][CH2:4][CH:3]([CH2:7][NH:8][C:9]([C:11]2[N:12]=[N:13][N:14]([C:16]3[CH:21]=[C:20]([C:22](=[O:41])[NH:23][C:24]4[CH:29]=[C:28]([C:30]([CH3:33])([CH3:32])[CH3:31])[CH:27]=[C:26]([NH:34][S:35]([CH3:38])(=[O:37])=[O:36])[C:25]=4[O:39][CH3:40])[CH:19]=[CH:18][C:17]=3[CH3:42])[CH:15]=2)=[O:10])[CH2:2]1.C=O.[C:45]([BH3-])#N.[Na+], predict the reaction product. The product is: [CH3:45][N:1]1[CH2:6][CH2:5][CH2:4][CH:3]([CH2:7][NH:8][C:9]([C:11]2[N:12]=[N:13][N:14]([C:16]3[CH:21]=[C:20]([C:22](=[O:41])[NH:23][C:24]4[CH:29]=[C:28]([C:30]([CH3:31])([CH3:32])[CH3:33])[CH:27]=[C:26]([NH:34][S:35]([CH3:38])(=[O:36])=[O:37])[C:25]=4[O:39][CH3:40])[CH:19]=[CH:18][C:17]=3[CH3:42])[CH:15]=2)=[O:10])[CH2:2]1. (3) Given the reactants C([O:8][C:9]1[CH:10]=[C:11]([C:37]2[CH:42]=[CH:41][CH:40]=[C:39]([OH:43])[CH:38]=2)[CH:12]=[CH:13][C:14]=1[C@H:15]1[N:18]([C:19]2[CH:24]=[CH:23][CH:22]=[CH:21][CH:20]=2)[C:17](=[O:25])[C@@H:16]1[CH2:26][CH2:27][C@@H:28]([C:30]1[CH:35]=[CH:34][C:33]([F:36])=[CH:32][CH:31]=1)[OH:29])C1C=CC=CC=1, predict the reaction product. The product is: [OH:8][C:9]1[CH:10]=[C:11]([C:37]2[CH:42]=[CH:41][CH:40]=[C:39]([OH:43])[CH:38]=2)[CH:12]=[CH:13][C:14]=1[C@H:15]1[N:18]([C:19]2[CH:20]=[CH:21][CH:22]=[CH:23][CH:24]=2)[C:17](=[O:25])[C@@H:16]1[CH2:26][CH2:27][C@@H:28]([C:30]1[CH:35]=[CH:34][C:33]([F:36])=[CH:32][CH:31]=1)[OH:29]. (4) Given the reactants [C:1]1([C:7]2[CH:14]=[CH:13][C:10]([CH:11]=O)=[CH:9][CH:8]=2)[CH:6]=[CH:5][CH:4]=[CH:3][CH:2]=1.C1(C2C=CC=CC=2)C=CC=CC=1C1[CH:26]=[C:25]([C:27]2[CH:32]=[CH:31][CH:30]=[CH:29][N:28]=2)[N:24]=[C:23]([C:33]2[CH:38]=[CH:37][CH:36]=[CH:35][N:34]=2)[CH:22]=1, predict the reaction product. The product is: [C:7]1([C:1]2[CH:6]=[CH:5][CH:4]=[CH:3][CH:2]=2)[CH:14]=[CH:13][C:10]([C:11]2[CH:26]=[C:25]([C:27]3[CH:32]=[CH:31][CH:30]=[CH:29][N:28]=3)[N:24]=[C:23]([C:33]3[CH:38]=[CH:37][CH:36]=[CH:35][N:34]=3)[CH:22]=2)=[CH:9][CH:8]=1.